From a dataset of Peptide-MHC class I binding affinity with 185,985 pairs from IEDB/IMGT. Regression. Given a peptide amino acid sequence and an MHC pseudo amino acid sequence, predict their binding affinity value. This is MHC class I binding data. (1) The MHC is HLA-B35:01 with pseudo-sequence HLA-B35:01. The binding affinity (normalized) is 0. The peptide sequence is VIPMFSAL. (2) The peptide sequence is KIKQDVRDK. The MHC is HLA-A68:01 with pseudo-sequence HLA-A68:01. The binding affinity (normalized) is 0.0531. (3) The peptide sequence is WLAGFEPSE. The MHC is HLA-A03:01 with pseudo-sequence HLA-A03:01. The binding affinity (normalized) is 0.0847. (4) The peptide sequence is DEHLRGFSK. The MHC is HLA-A11:01 with pseudo-sequence HLA-A11:01. The binding affinity (normalized) is 0. (5) The peptide sequence is SLSKEVKSF. The MHC is HLA-B15:01 with pseudo-sequence HLA-B15:01. The binding affinity (normalized) is 0.612. (6) The peptide sequence is LTKFVSAALH. The MHC is HLA-A03:01 with pseudo-sequence HLA-A03:01. The binding affinity (normalized) is 0.102.